From a dataset of Retrosynthesis with 50K atom-mapped reactions and 10 reaction types from USPTO. Predict the reactants needed to synthesize the given product. (1) Given the product C[C@H](Oc1ccc(-c2cc(C#N)ccc2F)cc1)[C@H](O)CCc1cccnc1, predict the reactants needed to synthesize it. The reactants are: C[C@H](Oc1ccc(B(O)O)cc1)[C@H](O)CCc1cccnc1.N#Cc1ccc(F)c(Br)c1. (2) Given the product CCCCCCCCCCCCCC(=O)NCCCCCC(=O)N1CC(O)CC1C(OC(c1ccc(OC)cc1)c1ccc(OC)cc1)c1ccccc1, predict the reactants needed to synthesize it. The reactants are: CCCCCCCCCCCCCC(=O)O.COc1ccc(C(OC(c2ccccc2)C2CC(O)CN2C(=O)CCCCCN)c2ccc(OC)cc2)cc1. (3) Given the product CC(C(=O)O)c1ccc(C#Cc2cc(CN(C)C3CC3)c3c(c2)C(C)(C)CC(C)(C)O3)cc1, predict the reactants needed to synthesize it. The reactants are: COC(=O)C(C)c1ccc(C#Cc2cc(CN(C)C3CC3)c3c(c2)C(C)(C)CC(C)(C)O3)cc1. (4) Given the product c1ccc(-c2nnn[nH]2)cc1, predict the reactants needed to synthesize it. The reactants are: N#Cc1ccccc1.[N-]=[N+]=[N-]. (5) The reactants are: COC(=O)CCN(CCc1ccc(OC)cc1)S(=O)(=O)c1ccc(-c2nnn[nH]2)cc1.NO. Given the product COc1ccc(CCN(CCC(=O)NO)S(=O)(=O)c2ccc(-c3nnn[nH]3)cc2)cc1, predict the reactants needed to synthesize it.